From a dataset of Reaction yield outcomes from USPTO patents with 853,638 reactions. Predict the reaction yield, written as a fraction of the theoretical maximum amount of product (1.0 means a 100% yield; for example, 0.34 means a 34% yield). The reactants are [Cl:1][C:2]1[C:3]2[C:12]([F:13])=[CH:11][CH:10]=[CH:9][C:4]=2[S:5][C:6]=1[CH2:7][OH:8]. The catalyst is C1C=CC=CC=1.O=[Mn]=O. The product is [Cl:1][C:2]1[C:3]2[C:12]([F:13])=[CH:11][CH:10]=[CH:9][C:4]=2[S:5][C:6]=1[CH:7]=[O:8]. The yield is 0.870.